Dataset: NCI-60 drug combinations with 297,098 pairs across 59 cell lines. Task: Regression. Given two drug SMILES strings and cell line genomic features, predict the synergy score measuring deviation from expected non-interaction effect. (1) Drug 1: CCC1(C2=C(COC1=O)C(=O)N3CC4=CC5=C(C=CC(=C5CN(C)C)O)N=C4C3=C2)O.Cl. Drug 2: B(C(CC(C)C)NC(=O)C(CC1=CC=CC=C1)NC(=O)C2=NC=CN=C2)(O)O. Cell line: OVCAR-5. Synergy scores: CSS=39.3, Synergy_ZIP=-7.86, Synergy_Bliss=-5.88, Synergy_Loewe=-9.93, Synergy_HSA=-5.05. (2) Drug 1: CC(C)NC(=O)C1=CC=C(C=C1)CNNC.Cl. Drug 2: CC1=C(C(=O)C2=C(C1=O)N3CC4C(C3(C2COC(=O)N)OC)N4)N. Cell line: HS 578T. Synergy scores: CSS=1.65, Synergy_ZIP=0.616, Synergy_Bliss=-5.79, Synergy_Loewe=-10.7, Synergy_HSA=-5.03. (3) Drug 1: COC1=C(C=C2C(=C1)N=CN=C2NC3=CC(=C(C=C3)F)Cl)OCCCN4CCOCC4. Drug 2: B(C(CC(C)C)NC(=O)C(CC1=CC=CC=C1)NC(=O)C2=NC=CN=C2)(O)O. Cell line: SN12C. Synergy scores: CSS=18.6, Synergy_ZIP=0.0931, Synergy_Bliss=-2.95, Synergy_Loewe=0.0787, Synergy_HSA=0.0400. (4) Drug 1: CC(CN1CC(=O)NC(=O)C1)N2CC(=O)NC(=O)C2. Drug 2: C1=NC2=C(N1)C(=S)N=C(N2)N. Cell line: A498. Synergy scores: CSS=31.4, Synergy_ZIP=-7.08, Synergy_Bliss=-3.11, Synergy_Loewe=0.957, Synergy_HSA=2.20. (5) Cell line: T-47D. Drug 1: C1=NC2=C(N=C(N=C2N1C3C(C(C(O3)CO)O)F)Cl)N. Synergy scores: CSS=-0.589, Synergy_ZIP=2.72, Synergy_Bliss=7.46, Synergy_Loewe=-4.40, Synergy_HSA=-4.18. Drug 2: CC1=C2C(C(=O)C3(C(CC4C(C3C(C(C2(C)C)(CC1OC(=O)C(C(C5=CC=CC=C5)NC(=O)C6=CC=CC=C6)O)O)OC(=O)C7=CC=CC=C7)(CO4)OC(=O)C)O)C)OC(=O)C. (6) Drug 1: C1CC(=O)NC(=O)C1N2C(=O)C3=CC=CC=C3C2=O. Drug 2: B(C(CC(C)C)NC(=O)C(CC1=CC=CC=C1)NC(=O)C2=NC=CN=C2)(O)O. Cell line: T-47D. Synergy scores: CSS=13.2, Synergy_ZIP=-2.69, Synergy_Bliss=-5.54, Synergy_Loewe=-61.6, Synergy_HSA=-9.24. (7) Cell line: OVCAR-4. Drug 1: CN(CCCl)CCCl.Cl. Synergy scores: CSS=13.0, Synergy_ZIP=-0.754, Synergy_Bliss=-2.05, Synergy_Loewe=-13.0, Synergy_HSA=-2.46. Drug 2: C1C(C(OC1N2C=NC(=NC2=O)N)CO)O.